From a dataset of Reaction yield outcomes from USPTO patents with 853,638 reactions. Predict the reaction yield, written as a fraction of the theoretical maximum amount of product (1.0 means a 100% yield; for example, 0.34 means a 34% yield). (1) The catalyst is CN(C)C=O. The product is [CH3:37][C@@:11]1([CH2:12][N:13]2[CH2:18][CH2:17][N:16]([CH:19]3[CH2:24][CH2:23][N:22]([C:25]4[CH:30]=[CH:29][C:28]([O:31][C:32]([F:35])([F:34])[F:33])=[CH:27][CH:26]=4)[CH2:21][CH2:20]3)[CH2:15][CH2:14]2)[O:36][C:2]2=[N:6][C:5]([N+:7]([O-:9])=[O:8])=[CH:4][N:3]2[CH2:10]1. The reactants are Br[C:2]1[N:3]([CH2:10][C@@:11]([CH3:37])([OH:36])[CH2:12][N:13]2[CH2:18][CH2:17][N:16]([CH:19]3[CH2:24][CH2:23][N:22]([C:25]4[CH:30]=[CH:29][C:28]([O:31][C:32]([F:35])([F:34])[F:33])=[CH:27][CH:26]=4)[CH2:21][CH2:20]3)[CH2:15][CH2:14]2)[CH:4]=[C:5]([N+:7]([O-:9])=[O:8])[N:6]=1.[H-].[Na+].C(OCC)(=O)C.O. The yield is 0.400. (2) The reactants are [CH3:1][C:2]1[CH:10]=[CH:9][C:5]2[O:6][CH2:7][O:8][C:4]=2[CH:3]=1.C=O.Cl[CH2:14][Cl:15].Cl. The catalyst is [Br-].C([N+](CCCC)(CCCC)CCCC)CCC.CCOCC. The product is [Cl:15][CH2:14][C:10]1[C:2]([CH3:1])=[CH:3][C:4]2[O:8][CH2:7][O:6][C:5]=2[CH:9]=1. The yield is 0.620.